Dataset: Peptide-MHC class I binding affinity with 185,985 pairs from IEDB/IMGT. Task: Regression. Given a peptide amino acid sequence and an MHC pseudo amino acid sequence, predict their binding affinity value. This is MHC class I binding data. (1) The peptide sequence is MMHASTSPF. The MHC is HLA-A26:02 with pseudo-sequence HLA-A26:02. The binding affinity (normalized) is 0.625. (2) The MHC is HLA-B27:05 with pseudo-sequence HLA-B27:05. The peptide sequence is GQQRSTLERTSKASL. The binding affinity (normalized) is 0.0575. (3) The peptide sequence is MQLPGGWLL. The MHC is HLA-A02:50 with pseudo-sequence HLA-A02:50. The binding affinity (normalized) is 0.677.